From a dataset of Reaction yield outcomes from USPTO patents with 853,638 reactions. Predict the reaction yield, written as a fraction of the theoretical maximum amount of product (1.0 means a 100% yield; for example, 0.34 means a 34% yield). The reactants are [NH2:1][C@:2]12[CH2:37][CH2:36][C@@H:35]([C:38]([CH3:40])=[CH2:39])[C@@H:3]1[C@@H:4]1[C@@:17]([CH3:20])([CH2:18][CH2:19]2)[C@@:16]2([CH3:21])[C@@H:7]([C@:8]3([CH3:34])[C@@H:13]([CH2:14][CH2:15]2)[C:12]([CH3:23])([CH3:22])[C:11]([C:24]2[CH:33]=[CH:32][C:27]([C:28]([O:30][CH3:31])=[O:29])=[CH:26][CH:25]=2)=[CH:10][CH2:9]3)[CH2:6][CH2:5]1.[CH:41]1([CH:44]=O)[CH2:43][CH2:42]1.C(O[BH-](OC(=O)C)OC(=O)C)(=O)C.[Na+]. The catalyst is ClCCCl.O.CC(C)[O-].[Ti+4].CC(C)[O-].CC(C)[O-].CC(C)[O-]. The product is [CH:41]1([CH2:44][NH:1][C@:2]23[CH2:37][CH2:36][C@@H:35]([C:38]([CH3:40])=[CH2:39])[C@@H:3]2[C@@H:4]2[C@@:17]([CH3:20])([CH2:18][CH2:19]3)[C@@:16]3([CH3:21])[C@@H:7]([C@:8]4([CH3:34])[C@@H:13]([CH2:14][CH2:15]3)[C:12]([CH3:22])([CH3:23])[C:11]([C:24]3[CH:25]=[CH:26][C:27]([C:28]([O:30][CH3:31])=[O:29])=[CH:32][CH:33]=3)=[CH:10][CH2:9]4)[CH2:6][CH2:5]2)[CH2:43][CH2:42]1. The yield is 0.990.